This data is from Reaction yield outcomes from USPTO patents with 853,638 reactions. The task is: Predict the reaction yield, written as a fraction of the theoretical maximum amount of product (1.0 means a 100% yield; for example, 0.34 means a 34% yield). (1) The reactants are [Cl:1][C:2]1[CH:3]=[C:4]([O:8][CH2:9][CH2:10][CH2:11][CH3:12])[CH:5]=[N:6][CH:7]=1.[CH3:13][NH2:14].Cl. The catalyst is CO. The product is [Cl:1][C:2]1[CH:3]=[C:4]([O:8][CH2:9][CH2:10][CH:11]([NH:14][CH3:13])[CH3:12])[CH:5]=[N:6][CH:7]=1. The yield is 0.766. (2) The reactants are [O:1]1CCO[CH:2]1[C:6]1[CH:7]=[C:8]([C:12]2([OH:33])[C:16]3[CH:17]=[C:18]([NH:23][C:24](=[O:30])[CH2:25][C:26]([CH3:29])([CH3:28])[CH3:27])[C:19]([CH3:22])=[C:20]([CH3:21])[C:15]=3[O:14][C:13]2([CH3:32])[CH3:31])[CH:9]=[CH:10][CH:11]=1.O.C1(C)C=CC(S([O-])(=O)=O)=CC=1.[NH+]1C=CC=CC=1. The catalyst is CC(C)=O. The product is [CH:2]([C:6]1[CH:7]=[C:8]([C:12]2([OH:33])[C:16]3[CH:17]=[C:18]([NH:23][C:24](=[O:30])[CH2:25][C:26]([CH3:27])([CH3:28])[CH3:29])[C:19]([CH3:22])=[C:20]([CH3:21])[C:15]=3[O:14][C:13]2([CH3:32])[CH3:31])[CH:9]=[CH:10][CH:11]=1)=[O:1]. The yield is 0.720. (3) The reactants are [CH:1](=O)[C:2]1[CH:7]=[CH:6][CH:5]=[C:4]([O:8][CH3:9])[CH:3]=1.[C:11](#[N:15])[CH2:12][C:13]#[N:14].N1CCCCC1.[NH2:22][C:23]1[C:28]([NH2:29])=[CH:27][CH:26]=[CH:25][C:24]=1[OH:30]. The catalyst is C(O)C.O. The product is [C:13]([C:12]1[CH:1]([C:2]2[CH:7]=[CH:6][CH:5]=[C:4]([O:8][CH3:9])[CH:3]=2)[C:25]2[C:24](=[C:23]([NH2:22])[C:28]([NH2:29])=[CH:27][CH:26]=2)[O:30][C:11]=1[NH2:15])#[N:14]. The yield is 0.880. (4) The reactants are [CH3:1][C:2]1([CH3:13])[CH2:12][C:5]2[S:6][C:7]([C:9]([OH:11])=O)=[CH:8][C:4]=2[CH2:3]1.[CH3:14][C:15]([NH2:18])([CH3:17])[CH3:16].C(N(CC)CC)C. The catalyst is O=S(Cl)Cl.ClCCl. The product is [C:15]([NH:18][C:9]([C:7]1[S:6][C:5]2[CH2:12][C:2]([CH3:1])([CH3:13])[CH2:3][C:4]=2[CH:8]=1)=[O:11])([CH3:17])([CH3:16])[CH3:14]. The yield is 0.970. (5) The catalyst is C(O)C. The product is [NH2:1][CH2:3][C:4]([N:6]([C:8]1[CH:13]=[C:12]([CH3:14])[C:11](/[CH:15]=[CH:16]/[S:17]([N:20]2[CH2:41][CH2:40][C:23]3([N:27]=[C:26]([C:28]4[CH:33]=[CH:32][CH:31]=[C:30]([O:34][C:35]([F:38])([F:37])[F:36])[CH:29]=4)[NH:25][C:24]3=[O:39])[CH2:22][CH2:21]2)(=[O:19])=[O:18])=[C:10]([CH3:42])[CH:9]=1)[CH3:7])=[O:5]. The reactants are [NH3:1].Cl[CH2:3][C:4]([N:6]([C:8]1[CH:13]=[C:12]([CH3:14])[C:11](/[CH:15]=[CH:16]/[S:17]([N:20]2[CH2:41][CH2:40][C:23]3([N:27]=[C:26]([C:28]4[CH:33]=[CH:32][CH:31]=[C:30]([O:34][C:35]([F:38])([F:37])[F:36])[CH:29]=4)[NH:25][C:24]3=[O:39])[CH2:22][CH2:21]2)(=[O:19])=[O:18])=[C:10]([CH3:42])[CH:9]=1)[CH3:7])=[O:5]. The yield is 0.310. (6) The reactants are [S:1]([Cl:5])(=O)(=[O:3])[OH:2].[O:6]1[C:10]2[CH:11]=[CH:12][CH:13]=[CH:14][C:9]=2[NH:8][C:7]1=[O:15]. The catalyst is O. The product is [O:15]=[C:7]1[NH:8][C:9]2[CH:14]=[CH:13][C:12]([S:1]([Cl:5])(=[O:3])=[O:2])=[CH:11][C:10]=2[O:6]1. The yield is 0.260. (7) The reactants are [CH3:1][O:2][C:3]1[CH:4]=[C:5]2[C:9](=[CH:10][CH:11]=1)[NH:8][CH:7]=[C:6]2[CH2:12]O.[CH3:14][O:15][C:16]([O:20][Si](C)(C)C)=[C:17](C)C.Cl([O-])(=O)(=O)=O.[Mg+2].Cl([O-])(=O)(=O)=O. The catalyst is ClCCl.O. The product is [CH3:14][O:15][C:16](=[O:20])[CH2:17][CH2:12][C:6]1[C:5]2[C:9](=[CH:10][CH:11]=[C:3]([O:2][CH3:1])[CH:4]=2)[NH:8][CH:7]=1. The yield is 0.880. (8) The reactants are [C:1]([C:4]1[C:9]([C:10]2[CH:15]=[CH:14][CH:13]=[CH:12][CH:11]=2)=[N:8][N:7]([CH2:16][CH3:17])[C:6](=[O:18])[C:5]=1[N+:19]([O-])=O)(=[O:3])[CH3:2].N[C:23]1[CH:24]=[C:25]([Br:33])[CH:26]=[C:27]2[C:32]=1[N:31]=[CH:30][CH:29]=[CH:28]2. The catalyst is C(O)C. The product is [C:1]([C:4]1[C:9]([C:10]2[CH:15]=[CH:14][CH:13]=[CH:12][CH:11]=2)=[N:8][N:7]([CH2:16][CH3:17])[C:6](=[O:18])[C:5]=1[NH:19][C:23]1[CH:24]=[C:25]([Br:33])[CH:26]=[C:27]2[C:32]=1[N:31]=[CH:30][CH:29]=[CH:28]2)(=[O:3])[CH3:2]. The yield is 0.853. (9) The reactants are [C:1]1(C)[C:6]([OH:7])=[CH:5][CH:4]=[CH:3][CH:2]=1.[H-].[Na+].Cl[C:12]1[N:17]=[N:16][C:15]([C:18]([NH2:20])=[O:19])=[C:14]([NH:21][C:22]2[CH:27]=[CH:26][CH:25]=[C:24]([CH3:28])[N:23]=2)[CH:13]=1.[CH3:29]N(C)C=O. No catalyst specified. The product is [CH3:28][C:24]1[N:23]=[C:22]([NH:21][C:14]2[CH:13]=[C:12]([O:7][C:6]3[CH:5]=[C:4]([CH3:29])[CH:3]=[CH:2][CH:1]=3)[N:17]=[N:16][C:15]=2[C:18]([NH2:20])=[O:19])[CH:27]=[CH:26][CH:25]=1. The yield is 0.570. (10) The reactants are [CH3:1][N:2]([C-:4]1[CH:8]=[CH:7][CH:6]=[CH:5]1)[CH3:3].[CH-:9]1[CH:13]=[CH:12][CH:11]=[CH:10]1.[Fe+2:14].B(F)(F)F.CCOCC.[Li]CCCC.[P:29](Cl)([C:36]1[CH:41]=[CH:40][CH:39]=[CH:38][CH:37]=1)[C:30]1[CH:35]=[CH:34][CH:33]=[CH:32][CH:31]=1. The catalyst is C1COCC1.CCOCC. The product is [C:36]1([P:29]([C:30]2[CH:31]=[CH:32][CH:33]=[CH:34][CH:35]=2)[C:5]2[C-:4]([N:2]([CH3:3])[CH3:1])[CH:8]=[CH:7][CH:6]=2)[CH:37]=[CH:38][CH:39]=[CH:40][CH:41]=1.[CH-:9]1[CH:13]=[CH:12][CH:11]=[CH:10]1.[Fe+2:14]. The yield is 0.770.